This data is from Peptide-MHC class I binding affinity with 185,985 pairs from IEDB/IMGT. The task is: Regression. Given a peptide amino acid sequence and an MHC pseudo amino acid sequence, predict their binding affinity value. This is MHC class I binding data. (1) The peptide sequence is GFPFFIMPK. The MHC is HLA-A80:01 with pseudo-sequence HLA-A80:01. The binding affinity (normalized) is 0.0847. (2) The peptide sequence is ADNMITEML. The binding affinity (normalized) is 0. The MHC is HLA-B18:01 with pseudo-sequence HLA-B18:01. (3) The peptide sequence is TEMEKEGKI. The MHC is Mamu-A11 with pseudo-sequence Mamu-A11. The binding affinity (normalized) is 0.599. (4) The peptide sequence is SLGDPLHQA. The MHC is HLA-B39:01 with pseudo-sequence HLA-B39:01. The binding affinity (normalized) is 0.0847.